This data is from Catalyst prediction with 721,799 reactions and 888 catalyst types from USPTO. The task is: Predict which catalyst facilitates the given reaction. (1) Reactant: [CH3:1][N:2]([CH2:4][C:5]1[CH:10]=[CH:9][C:8]([CH:11]2[CH:20]([C:21]3[CH:26]=[CH:25][C:24]([CH2:27][N:28]([CH3:30])[CH3:29])=[CH:23][CH:22]=3)[C:19](=O)[C:18]3[C:17]([C:32](OCC)=[O:33])=[CH:16][C:15]([F:37])=[CH:14][C:13]=3[NH:12]2)=[CH:7][CH:6]=1)[CH3:3].O.[NH2:39][NH2:40]. Product: [CH3:1][N:2]([CH2:4][C:5]1[CH:10]=[CH:9][C:8]([CH:11]2[NH:12][C:13]3[C:18]4[C:19](=[N:39][NH:40][C:32](=[O:33])[C:17]=4[CH:16]=[C:15]([F:37])[CH:14]=3)[CH:20]2[C:21]2[CH:26]=[CH:25][C:24]([CH2:27][N:28]([CH3:30])[CH3:29])=[CH:23][CH:22]=2)=[CH:7][CH:6]=1)[CH3:3]. The catalyst class is: 5. (2) Product: [CH3:1][NH:2][C:3]([C:5]1[CH:10]=[CH:9][CH:8]=[C:7]([C:22]2[CH:23]=[CH:24][C:19]([O:12][C:13]3[CH:18]=[CH:17][CH:16]=[CH:15][CH:14]=3)=[CH:20][CH:21]=2)[N:6]=1)=[O:4]. Reactant: [CH3:1][NH:2][C:3]([C:5]1[CH:10]=[CH:9][CH:8]=[C:7](Br)[N:6]=1)=[O:4].[O:12]([C:19]1[CH:24]=[CH:23][C:22](B(O)O)=[CH:21][CH:20]=1)[C:13]1[CH:18]=[CH:17][CH:16]=[CH:15][CH:14]=1. The catalyst class is: 73. (3) Reactant: Br[C:2]1[C:11]2[C:6](=[C:7]([OH:13])[CH:8]=[C:9]([OH:12])[CH:10]=2)[C:5](=[O:14])[N:4]([C:15]2[CH:20]=[CH:19][C:18]([OH:21])=[CH:17][CH:16]=2)[CH:3]=1.C(=O)([O-])[O-].[K+].[K+].[CH3:28][O:29][C:30]1[CH:35]=[CH:34][C:33](B(O)O)=[CH:32][CH:31]=1. Product: [OH:12][C:9]1[CH:10]=[C:11]2[C:6](=[C:7]([OH:13])[CH:8]=1)[C:5](=[O:14])[N:4]([C:15]1[CH:20]=[CH:19][C:18]([OH:21])=[CH:17][CH:16]=1)[CH:3]=[C:2]2[C:33]1[CH:34]=[CH:35][C:30]([O:29][CH3:28])=[CH:31][CH:32]=1. The catalyst class is: 73. (4) Reactant: [S:1]1[CH:5]=[CH:4][CH:3]=[C:2]1[C:6]1[N:10]([CH2:11][C:12](O)=[O:13])[C:9](=[S:15])[NH:8][N:7]=1.[H-].[H-].[H-].[H-].[Li+].[Al+3]. Product: [OH:13][CH2:12][CH2:11][N:10]1[C:6]([C:2]2[S:1][CH:5]=[CH:4][CH:3]=2)=[N:7][NH:8][C:9]1=[S:15]. The catalyst class is: 1. (5) Reactant: [OH:1][CH2:2][C@@H:3]1[CH2:8][CH2:7][C@H:6]([C:9]([O:11][CH2:12][CH2:13][CH2:14][CH3:15])=[O:10])[CH2:5][CH2:4]1.C(N(CC)CC)C.[CH3:23][S:24](Cl)(=[O:26])=[O:25]. Product: [CH3:23][S:24]([O:1][CH2:2][C@@H:3]1[CH2:4][CH2:5][C@H:6]([C:9]([O:11][CH2:12][CH2:13][CH2:14][CH3:15])=[O:10])[CH2:7][CH2:8]1)(=[O:26])=[O:25]. The catalyst class is: 2. (6) Reactant: [H-].[Na+].[NH2:3][C:4]1[N:8]([C:9]2[CH:14]=[CH:13][CH:12]=[CH:11][C:10]=2F)[N:7]=[C:6]([C:16]([O:18]CC)=[O:17])[CH:5]=1.[OH-:21].[Na+]. Product: [C:9]1([N:8]2[C:4]([NH:3][C:4]([NH:8][C:9]3[CH:14]=[CH:13][CH:12]=[CH:11][CH:10]=3)=[O:21])=[CH:5][C:6]([C:16]([OH:18])=[O:17])=[N:7]2)[CH:10]=[CH:11][CH:12]=[CH:13][CH:14]=1. The catalyst class is: 12. (7) Reactant: [C:1]1(=[O:7])O[C:4](=O)[CH2:3][CH2:2]1.N[C:9]1N=C[CH:12]=[CH:11][N:10]=1.CC(C)=[O:17]. Product: [CH3:12][C:11]1[N:10]([CH3:9])[CH:4]=[CH:3][C:2](=[O:17])[C:1]=1[OH:7]. The catalyst class is: 11. (8) Reactant: F[C:2]1[CH:7]=[CH:6][C:5]([F:8])=[CH:4][C:3]=1[N+:9]([O-:11])=[O:10].[CH3:12][NH2:13]. Product: [F:8][C:5]1[CH:6]=[CH:7][C:2]([NH:13][CH3:12])=[C:3]([N+:9]([O-:11])=[O:10])[CH:4]=1. The catalyst class is: 88. (9) Reactant: C([C:3]1[C:15]2[C:14]3[C:9](=[CH:10][CH:11]=[CH:12][CH:13]=3)[CH2:8][C:7]=2[CH:6]=CC=1)#N.[H-].[Na+].C[N:19]1[C:23](=O)[CH2:22][CH2:21][CH2:20]1.[CH3:25]I. Product: [C:23]([C:22]1[C:8]2[C:9]3[C:14](=[CH:13][CH:12]=[CH:11][CH:10]=3)[C:15]([CH3:3])([CH3:25])[C:7]=2[CH:6]=[CH:20][CH:21]=1)#[N:19]. The catalyst class is: 6. (10) Reactant: Cl[CH2:2][CH2:3][NH:4][C:5]([NH:7][CH:8]1[CH2:13][CH2:12][O:11][C:10]([CH3:15])([CH3:14])[CH2:9]1)=[O:6].[H-].[Na+]. The catalyst class is: 1. Product: [CH3:14][C:10]1([CH3:15])[CH2:9][CH:8]([N:7]2[CH2:2][CH2:3][NH:4][C:5]2=[O:6])[CH2:13][CH2:12][O:11]1.